This data is from Full USPTO retrosynthesis dataset with 1.9M reactions from patents (1976-2016). The task is: Predict the reactants needed to synthesize the given product. (1) Given the product [O:18]1[C:17]2([CH2:22][CH2:23][CH:14]([N:1]3[CH2:5][CH2:4][CH2:3][C:2]3=[O:6])[CH2:15][CH2:16]2)[O:21][CH2:20][CH2:19]1, predict the reactants needed to synthesize it. The reactants are: [NH:1]1[CH2:5][CH2:4][CH2:3][C:2]1=[O:6].[H-].[Na+].CS(O[CH:14]1[CH2:23][CH2:22][C:17]2([O:21][CH2:20][CH2:19][O:18]2)[CH2:16][CH2:15]1)(=O)=O. (2) Given the product [NH2:18][C@H:19]([C:23]([NH:25][C@H:26]([C:34]([NH:36][C:37]1[CH:38]=[CH:39][C:40]([CH2:43][O:44][C:45](=[O:87])[NH:46][CH2:47][CH2:48][NH:49][C:50](=[O:86])[CH2:51][C@H:52]2[O:59][C@H:58](/[CH:60]=[CH:61]/[C:62](/[CH3:84])=[CH:63]/[CH2:64][C@H:65]3[C@@H:70]([CH3:71])[CH2:69][C@@H:68]([NH:72][C:73](=[O:82])/[CH:74]=[CH:75]\[C@@H:76]([O:78][C:79](=[O:81])[CH3:80])[CH3:77])[C@@H:67]([CH3:83])[O:66]3)[C@@H:57]([OH:85])[C@@:54]3([O:56][CH2:55]3)[CH2:53]2)=[CH:41][CH:42]=1)=[O:35])[CH2:27][CH2:28][CH2:29][NH:30][C:31](=[O:33])[NH2:32])=[O:24])[CH:20]([CH3:22])[CH3:21], predict the reactants needed to synthesize it. The reactants are: C1C2C(COC([NH:18][C@H:19]([C:23]([NH:25][C@H:26]([C:34]([NH:36][C:37]3[CH:42]=[CH:41][C:40]([CH2:43][O:44][C:45](=[O:87])[NH:46][CH2:47][CH2:48][NH:49][C:50](=[O:86])[CH2:51][C@H:52]4[O:59][C@H:58](/[CH:60]=[CH:61]/[C:62](/[CH3:84])=[CH:63]/[CH2:64][C@H:65]5[C@@H:70]([CH3:71])[CH2:69][C@@H:68]([NH:72][C:73](=[O:82])/[CH:74]=[CH:75]\[C@@H:76]([O:78][C:79](=[O:81])[CH3:80])[CH3:77])[C@@H:67]([CH3:83])[O:66]5)[C@@H:57]([OH:85])[C@@:54]5([O:56][CH2:55]5)[CH2:53]4)=[CH:39][CH:38]=3)=[O:35])[CH2:27][CH2:28][CH2:29][NH:30][C:31](=[O:33])[NH2:32])=[O:24])[CH:20]([CH3:22])[CH3:21])=O)C3C(=CC=CC=3)C=2C=CC=1.N1CCCCC1.NCCCCCC(N[C@H](C(N[C@H](C(NC1C=CC(COC(NNC(=O)C[C@H]2O[C@H](/C=C/C(/C)=C/C[C@H]3[C@@H](C)C[C@@H](NC(=O)/C=C\[C@@H](OC(=O)C)C)[C@@H](C)O3)[C@@H](O)[C@@]3(OC3)C2)=O)=CC=1)=O)CCCNC(=O)N)=O)C(C)C)=O.